The task is: Predict which catalyst facilitates the given reaction.. This data is from Catalyst prediction with 721,799 reactions and 888 catalyst types from USPTO. (1) Reactant: [CH3:1][C:2]1[CH:6]=[C:5]([C:7]([OH:9])=O)[NH:4][N:3]=1.F[P-](F)(F)(F)(F)F.N1(O[P+](N2CCCC2)(N2CCCC2)N2CCCC2)C2C=CC=CC=2N=N1.Cl.[I:44][C:45]1[NH:54][C:48]2=[N:49][CH:50]=[C:51]([NH2:53])[CH:52]=[C:47]2[CH:46]=1.C(N(CC)C(C)C)(C)C. Product: [I:44][C:45]1[NH:54][C:48]2=[N:49][CH:50]=[C:51]([NH:53][C:7]([C:5]3[NH:4][N:3]=[C:2]([CH3:1])[CH:6]=3)=[O:9])[CH:52]=[C:47]2[CH:46]=1. The catalyst class is: 44. (2) Reactant: [CH3:1][O:2][C:3]([C:5]1[O:9][CH:8]=[N:7][C:6]=1[N:10]1[C:14](=[O:15])[NH:13][C:12]([CH:16]([NH:40][C:41]2[CH:46]=[CH:45][C:44]([C:47]#[N:48])=[C:43]([CH2:49][NH:50][C:51]([O:53][C:54]([CH3:57])([CH3:56])[CH3:55])=[O:52])[CH:42]=2)[C:17]2[CH:22]=[C:21]([O:23][CH3:24])[CH:20]=[C:19]([O:25][CH2:26][CH2:27][O:28][Si](C(C)C)(C(C)C)C(C)C)[C:18]=2[F:39])=[N:11]1)=[O:4].C1COCC1.[F-].C([N+](CCCC)(CCCC)CCCC)CCC.C(OCC)(=O)C. Product: [CH3:1][O:2][C:3]([C:5]1[O:9][CH:8]=[N:7][C:6]=1[N:10]1[C:14](=[O:15])[NH:13][C:12]([CH:16]([NH:40][C:41]2[CH:46]=[CH:45][C:44]([C:47]#[N:48])=[C:43]([CH2:49][NH:50][C:51]([O:53][C:54]([CH3:57])([CH3:56])[CH3:55])=[O:52])[CH:42]=2)[C:17]2[CH:22]=[C:21]([O:23][CH3:24])[CH:20]=[C:19]([O:25][CH2:26][CH2:27][OH:28])[C:18]=2[F:39])=[N:11]1)=[O:4]. The catalyst class is: 6. (3) Reactant: [CH:1]1([N:7]([CH2:17][CH:18]2[CH2:20][CH2:19]2)[C:8]2[N:13]=[CH:12][N:11]=[C:10]([C:14]([OH:16])=O)[CH:9]=2)[CH2:6][CH2:5][CH2:4][CH2:3][CH2:2]1.[NH:21]1[C:29]2[CH:28]=[CH:27][CH:26]=[C:25]([NH2:30])[C:24]=2[CH:23]=[N:22]1. Product: [CH:1]1([N:7]([CH2:17][CH:18]2[CH2:20][CH2:19]2)[C:8]2[N:13]=[CH:12][N:11]=[C:10]([C:14]([NH:30][C:25]3[CH:26]=[CH:27][CH:28]=[C:29]4[C:24]=3[CH:23]=[N:22][NH:21]4)=[O:16])[CH:9]=2)[CH2:2][CH2:3][CH2:4][CH2:5][CH2:6]1. The catalyst class is: 2. (4) Reactant: C([Sn](CCCC)(CCCC)[C:6]1[CH:11]=[N:10][CH:9]=[CH:8][N:7]=1)CCC.I[C:21]1[C@@:25]2([CH3:40])[CH2:26][CH2:27][C@H:28]3[C@H:37]([C@@H:24]2[CH2:23][CH:22]=1)[CH2:36][CH:35]=[C:34]1[C@:29]3([CH3:39])[CH2:30][CH2:31][C:32](=[O:38])[NH:33]1. Product: [CH3:39][C@@:29]12[C@H:28]3[CH2:27][CH2:26][C@@:25]4([CH3:40])[C@H:24]([C@@H:37]3[CH2:36][CH:35]=[C:34]1[NH:33][C:32](=[O:38])[CH2:31][CH2:30]2)[CH2:23][CH:22]=[C:21]4[C:6]1[CH:11]=[N:10][CH:9]=[CH:8][N:7]=1. The catalyst class is: 128.